From a dataset of NCI-60 drug combinations with 297,098 pairs across 59 cell lines. Regression. Given two drug SMILES strings and cell line genomic features, predict the synergy score measuring deviation from expected non-interaction effect. (1) Drug 1: CC12CCC3C(C1CCC2=O)CC(=C)C4=CC(=O)C=CC34C. Drug 2: C1=CN(C=N1)CC(O)(P(=O)(O)O)P(=O)(O)O. Cell line: NCI-H322M. Synergy scores: CSS=-4.62, Synergy_ZIP=-10.2, Synergy_Bliss=-25.4, Synergy_Loewe=-43.2, Synergy_HSA=-24.0. (2) Drug 1: CS(=O)(=O)C1=CC(=C(C=C1)C(=O)NC2=CC(=C(C=C2)Cl)C3=CC=CC=N3)Cl. Drug 2: C1CN(P(=O)(OC1)NCCCl)CCCl. Cell line: IGROV1. Synergy scores: CSS=11.2, Synergy_ZIP=-0.402, Synergy_Bliss=4.21, Synergy_Loewe=3.71, Synergy_HSA=3.75.